This data is from Full USPTO retrosynthesis dataset with 1.9M reactions from patents (1976-2016). The task is: Predict the reactants needed to synthesize the given product. (1) Given the product [C:1]([C:3]1[CH:4]=[C:5]([NH:10][C:11]2[C:12]3[CH:20]=[C:19]([NH:29][CH2:28][C:27]4[CH:30]=[CH:31][C:24]([O:23][CH3:22])=[CH:25][CH:26]=4)[N:18]=[CH:17][C:13]=3[N:14]=[CH:15][N:16]=2)[CH:6]=[CH:7][C:8]=1[F:9])#[CH:2], predict the reactants needed to synthesize it. The reactants are: [C:1]([C:3]1[CH:4]=[C:5]([NH:10][C:11]2[C:12]3[CH:20]=[C:19](F)[N:18]=[CH:17][C:13]=3[N:14]=[CH:15][N:16]=2)[CH:6]=[CH:7][C:8]=1[F:9])#[CH:2].[CH3:22][O:23][C:24]1[CH:31]=[CH:30][C:27]([CH2:28][NH2:29])=[CH:26][CH:25]=1. (2) Given the product [Br:1][C:2]1[N:7]=[C:6]([CH2:8][NH:16][CH2:15][C:14]([O:13][CH2:11][CH3:12])=[O:17])[CH:5]=[CH:4][CH:3]=1, predict the reactants needed to synthesize it. The reactants are: [Br:1][C:2]1[N:7]=[C:6]([CH:8]=O)[CH:5]=[CH:4][CH:3]=1.Cl.[CH2:11]([O:13][C:14](=[O:17])[CH2:15][NH2:16])[CH3:12].ClC(Cl)C.C(N(CC)CC)C.C(O[BH-](OC(=O)C)OC(=O)C)(=O)C.[Na+]. (3) Given the product [F:1][C:2]1[CH:3]=[C:4]([CH:8]=[CH:9][C:10]=1[N+:11]([O-:13])=[O:12])[C:5]([N:16]([CH3:17])[CH3:14])=[O:6], predict the reactants needed to synthesize it. The reactants are: [F:1][C:2]1[CH:3]=[C:4]([CH:8]=[CH:9][C:10]=1[N+:11]([O-:13])=[O:12])[C:5](Cl)=[O:6].[CH2:14]([N:16](CC)[CH2:17]C)C.CNC.O. (4) Given the product [NH2:2][CH2:1][C:3]([C:4]1[CH:5]=[C:6]([NH:10][C:11](=[O:22])[C:12]2[CH:17]=[CH:16][C:15]([O:18][CH3:19])=[C:14]([O:20][CH3:21])[CH:13]=2)[CH:7]=[CH:8][CH:9]=1)([CH3:24])[CH3:23], predict the reactants needed to synthesize it. The reactants are: [C:1]([C:3]([CH3:24])([CH3:23])[C:4]1[CH:5]=[C:6]([NH:10][C:11](=[O:22])[C:12]2[CH:17]=[CH:16][C:15]([O:18][CH3:19])=[C:14]([O:20][CH3:21])[CH:13]=2)[CH:7]=[CH:8][CH:9]=1)#[N:2].Cl. (5) Given the product [N:1]1([CH2:7][C:8]2[N:13]=[C:12]([NH2:14])[CH:11]=[CH:10][CH:9]=2)[CH2:6][CH2:5][O:4][CH2:3][CH2:2]1, predict the reactants needed to synthesize it. The reactants are: [N:1]1([CH2:7][C:8]2[N:13]=[C:12]([NH:14]C(=O)OC(C)(C)C)[CH:11]=[CH:10][CH:9]=2)[CH2:6][CH2:5][O:4][CH2:3][CH2:2]1.FC(F)(F)C(O)=O. (6) Given the product [Cl:16][C:17]1[C:26]([Cl:27])=[CH:25][CH:24]=[CH:23][C:18]=1[C:19](=[O:20])[CH2:15][C:11]1[CH:10]=[N:9][CH:14]=[CH:13][CH:12]=1, predict the reactants needed to synthesize it. The reactants are: C([N-]C(C)C)(C)C.[Li+].[N:9]1[CH:14]=[CH:13][CH:12]=[C:11]([CH3:15])[CH:10]=1.[Cl:16][C:17]1[C:26]([Cl:27])=[CH:25][CH:24]=[CH:23][C:18]=1[C:19](OC)=[O:20].